From a dataset of Forward reaction prediction with 1.9M reactions from USPTO patents (1976-2016). Predict the product of the given reaction. (1) The product is: [O:1]=[C:2]1[CH2:5][CH:4]([C:6]([O:8][C:9]([CH3:12])([CH3:11])[CH3:10])=[O:7])[CH2:3]1. Given the reactants [O:1]=[C:2]1[CH2:5][CH:4]([C:6]([OH:8])=[O:7])[CH2:3]1.[C:9](O)([CH3:12])([CH3:11])[CH3:10].C1CCC(N=C=NC2CCCCC2)CC1, predict the reaction product. (2) Given the reactants [F:1][C:2]([F:35])([F:34])[O:3][C:4]1[CH:33]=[CH:32][C:7]([CH2:8][NH:9][C:10]([C@H:12]2[CH2:17][NH:16][CH2:15][CH2:14][N:13]2[S:18]([C:21]2[CH:26]=[CH:25][C:24]([O:27][C:28]([F:31])([F:30])[F:29])=[CH:23][CH:22]=2)(=[O:20])=[O:19])=[O:11])=[CH:6][CH:5]=1.Br[C:37]1[S:47][C:40]2=[N:41][C:42](=[O:46])[CH:43]=[C:44]([CH3:45])[N:39]2[N:38]=1.C(N(CC)C(C)C)(C)C, predict the reaction product. The product is: [F:35][C:2]([F:1])([F:34])[O:3][C:4]1[CH:5]=[CH:6][C:7]([CH2:8][NH:9][C:10]([C@H:12]2[CH2:17][N:16]([C:37]3[S:47][C:40]4=[N:41][C:42](=[O:46])[CH:43]=[C:44]([CH3:45])[N:39]4[N:38]=3)[CH2:15][CH2:14][N:13]2[S:18]([C:21]2[CH:26]=[CH:25][C:24]([O:27][C:28]([F:29])([F:30])[F:31])=[CH:23][CH:22]=2)(=[O:19])=[O:20])=[O:11])=[CH:32][CH:33]=1. (3) Given the reactants [CH2:1]([OH:16])[CH2:2][O:3][CH2:4][CH2:5][O:6][CH2:7][CH2:8][O:9][CH2:10][CH2:11][O:12][CH2:13][CH2:14][OH:15].[H-].[Na+].[C:19]([NH:29][CH2:30][CH2:31][CH2:32][CH2:33][CH2:34]Br)([O:21][CH2:22][C:23]1[CH:28]=[CH:27][CH:26]=[CH:25][CH:24]=1)=[O:20], predict the reaction product. The product is: [C:19]([NH:29][CH2:30][CH2:31][CH2:32][CH2:33][CH2:34][O:15][CH2:14][CH2:13][O:12][CH2:11][CH2:10][O:9][CH2:8][CH2:7][O:6][CH2:5][CH2:4][O:3][CH2:2][CH2:1][OH:16])([O:21][CH2:22][C:23]1[CH:24]=[CH:25][CH:26]=[CH:27][CH:28]=1)=[O:20]. (4) Given the reactants [C:1]([NH:4][C:5]1[CH:13]=[CH:12][C:8]([C:9]([OH:11])=O)=[CH:7][C:6]=1[Br:14])(=[O:3])[CH3:2].C1CN([P+](ON2N=NC3C=CC=CC2=3)(N2CCCC2)N2CCCC2)CC1.F[P-](F)(F)(F)(F)F.C(N(C(C)C)CC)(C)C.Cl.[C:58]([NH:62][NH2:63])([CH3:61])([CH3:60])[CH3:59], predict the reaction product. The product is: [Br:14][C:6]1[CH:7]=[C:8]([C:9]([NH:63][NH:62][C:58]([CH3:61])([CH3:60])[CH3:59])=[O:11])[CH:12]=[CH:13][C:5]=1[NH:4][C:1](=[O:3])[CH3:2]. (5) Given the reactants C1C=CC(P(C2C(C3C(P(C4C=CC=CC=4)C4C=CC=CC=4)=CC=C4C=3C=CC=C4)=C3C(C=CC=C3)=CC=2)C2C=CC=CC=2)=CC=1.[CH2:47]([N:50]1[CH2:55][CH2:54][NH:53][CH2:52][CH2:51]1)[CH:48]=[CH2:49].Cl[C:57]1[N:62]=[CH:61][C:60]([O:63][S:64]([C:67]2[CH:72]=[CH:71][C:70]([CH:73]([CH3:75])[CH3:74])=[CH:69][CH:68]=2)(=[O:66])=[O:65])=[CH:59][CH:58]=1, predict the reaction product. The product is: [CH2:47]([N:50]1[CH2:55][CH2:54][N:53]([C:57]2[N:62]=[CH:61][C:60]([O:63][S:64]([C:67]3[CH:68]=[CH:69][C:70]([CH:73]([CH3:75])[CH3:74])=[CH:71][CH:72]=3)(=[O:66])=[O:65])=[CH:59][CH:58]=2)[CH2:52][CH2:51]1)[CH:48]=[CH2:49]. (6) Given the reactants O.[OH-].[Li+].[F:4][C:5]1[CH:10]=[CH:9][C:8]([CH:11]([OH:13])[CH3:12])=[CH:7][C:6]=1[C:14]1[CH:15]=[N:16][C:17]([N:20]2[C:28]3[C:23](=[CH:24][CH:25]=[C:26]([C:29]([O:31]C)=[O:30])[CH:27]=3)[C:22]([S:33][CH3:34])=[CH:21]2)=[N:18][CH:19]=1, predict the reaction product. The product is: [F:4][C:5]1[CH:10]=[CH:9][C:8]([CH:11]([OH:13])[CH3:12])=[CH:7][C:6]=1[C:14]1[CH:15]=[N:16][C:17]([N:20]2[C:28]3[C:23](=[CH:24][CH:25]=[C:26]([C:29]([OH:31])=[O:30])[CH:27]=3)[C:22]([S:33][CH3:34])=[CH:21]2)=[N:18][CH:19]=1. (7) Given the reactants [CH:1]1[C:13]2NC3[C:6](=[CH:7][CH:8]=[CH:9]C=3)[C:5]=2[CH:4]=[CH:3][CH:2]=1.[C:14]([O-])([O-])=O.[Cs+].[Cs+].[CH3:20][N:21]([CH:23]=O)[CH3:22], predict the reaction product. The product is: [CH2:23]([N:21]1[C:22]2[CH:4]=[CH:3][CH:2]=[CH:1][C:13]=2[C:5]2[C:20]1=[CH:9][CH:8]=[CH:7][CH:6]=2)[CH3:14].